From a dataset of NCI-60 drug combinations with 297,098 pairs across 59 cell lines. Regression. Given two drug SMILES strings and cell line genomic features, predict the synergy score measuring deviation from expected non-interaction effect. (1) Drug 1: C1CC(=O)NC(=O)C1N2CC3=C(C2=O)C=CC=C3N. Drug 2: CN(CC1=CN=C2C(=N1)C(=NC(=N2)N)N)C3=CC=C(C=C3)C(=O)NC(CCC(=O)O)C(=O)O. Cell line: DU-145. Synergy scores: CSS=40.1, Synergy_ZIP=2.88, Synergy_Bliss=2.45, Synergy_Loewe=-12.7, Synergy_HSA=3.41. (2) Drug 1: CCC(=C(C1=CC=CC=C1)C2=CC=C(C=C2)OCCN(C)C)C3=CC=CC=C3.C(C(=O)O)C(CC(=O)O)(C(=O)O)O. Drug 2: CC(C)CN1C=NC2=C1C3=CC=CC=C3N=C2N. Cell line: OVCAR-5. Synergy scores: CSS=11.9, Synergy_ZIP=-1.90, Synergy_Bliss=0.833, Synergy_Loewe=0.787, Synergy_HSA=0.672. (3) Drug 1: C1=C(C(=O)NC(=O)N1)N(CCCl)CCCl. Drug 2: CS(=O)(=O)OCCCCOS(=O)(=O)C. Cell line: UACC62. Synergy scores: CSS=15.5, Synergy_ZIP=-10.7, Synergy_Bliss=-13.4, Synergy_Loewe=-23.8, Synergy_HSA=-12.7.